From a dataset of Reaction yield outcomes from USPTO patents with 853,638 reactions. Predict the reaction yield, written as a fraction of the theoretical maximum amount of product (1.0 means a 100% yield; for example, 0.34 means a 34% yield). (1) The reactants are [Br:1][C:2]1[C:6]([N+:7]([O-:9])=[O:8])=[C:5]([Br:10])[NH:4][N:3]=1.[H-].[Na+].[CH3:13]I. The catalyst is CN(C=O)C. The product is [Br:1][C:2]1[C:6]([N+:7]([O-:9])=[O:8])=[C:5]([Br:10])[N:4]([CH3:13])[N:3]=1. The yield is 0.726. (2) The reactants are [OH:1][CH:2]1[CH2:7][CH2:6][N:5]([C:8]([O:10][C:11]([CH3:14])([CH3:13])[CH3:12])=[O:9])[CH2:4][CH2:3]1.C(N(CC)CC)C.Cl[C:23]([O:25][C:26]1[CH:31]=[CH:30][C:29]([N+:32]([O-:34])=[O:33])=[CH:28][CH:27]=1)=[O:24]. The catalyst is C(Cl)Cl. The product is [N+:32]([C:29]1[CH:30]=[CH:31][C:26]([O:25][C:23]([O:1][CH:2]2[CH2:3][CH2:4][N:5]([C:8]([O:10][C:11]([CH3:14])([CH3:13])[CH3:12])=[O:9])[CH2:6][CH2:7]2)=[O:24])=[CH:27][CH:28]=1)([O-:34])=[O:33]. The yield is 0.580. (3) The reactants are P(Cl)(Cl)(Cl)=O.[N+:6]([C:9]1[CH:10]=[N:11][N:12]([CH2:14][C:15]([OH:17])=O)[CH:13]=1)([O-:8])=[O:7].[F:18][C:19]1[CH:20]=[C:21]([CH:23]=[CH:24][CH:25]=1)[NH2:22].N1C=CC=CC=1.C(=O)(O)[O-].[Na+]. The catalyst is O1CCCC1.O. The product is [F:18][C:19]1[CH:20]=[C:21]([NH:22][C:15](=[O:17])[CH2:14][N:12]2[CH:13]=[C:9]([N+:6]([O-:8])=[O:7])[CH:10]=[N:11]2)[CH:23]=[CH:24][CH:25]=1. The yield is 0.650. (4) The reactants are [Cl:1][C:2]1[CH:7]=[CH:6][C:5]([S:8]([C:11]23[CH2:26][CH2:25][CH:24]([O:27][CH2:28][CH2:29][NH2:30])[CH2:23][CH:12]2[CH2:13][O:14][C:15]2[C:20]3=[C:19]([F:21])[CH:18]=[CH:17][C:16]=2[F:22])(=[O:10])=[O:9])=[CH:4][CH:3]=1.N1C(C)=CC=CC=1C.[O:39](S(C(F)(F)F)(=O)=O)[S:40]([C:43]([F:46])([F:45])[F:44])(=O)=[O:41]. The catalyst is C(Cl)Cl.[NH4+].[Cl-]. The yield is 0.300. The product is [Cl:1][C:2]1[CH:3]=[CH:4][C:5]([S:8]([C:11]23[CH2:26][CH2:25][CH:24]([O:27][CH2:28][CH2:29][NH:30][S:40]([C:43]([F:46])([F:45])[F:44])(=[O:41])=[O:39])[CH2:23][CH:12]2[CH2:13][O:14][C:15]2[C:20]3=[C:19]([F:21])[CH:18]=[CH:17][C:16]=2[F:22])(=[O:9])=[O:10])=[CH:6][CH:7]=1. (5) The reactants are [C:1]1([C@H:7]([NH:26][C:27]([O:29][C@@H:30]2[CH:35]3[CH2:36][CH2:37][N:32]([CH2:33][CH2:34]3)[CH2:31]2)=[O:28])[C:8]2[CH:9]=[C:10]([CH:23]=[CH:24][CH:25]=2)[O:11][CH2:12][C:13]2[CH:22]=[CH:21][C:16]([C:17]([O:19]C)=[O:18])=[CH:15][CH:14]=2)[CH:6]=[CH:5][CH:4]=[CH:3][CH:2]=1.[OH-].[Li+].Cl. The catalyst is C1COCC1. The product is [C:1]1([C@H:7]([NH:26][C:27]([O:29][C@@H:30]2[CH:35]3[CH2:36][CH2:37][N:32]([CH2:33][CH2:34]3)[CH2:31]2)=[O:28])[C:8]2[CH:9]=[C:10]([CH:23]=[CH:24][CH:25]=2)[O:11][CH2:12][C:13]2[CH:14]=[CH:15][C:16]([C:17]([OH:19])=[O:18])=[CH:21][CH:22]=2)[CH:6]=[CH:5][CH:4]=[CH:3][CH:2]=1. The yield is 0.840. (6) The reactants are [CH:1]1([CH2:4][C:5]([F:24])([F:23])[CH2:6][C@H:7]([NH:11][C@@H:12]([C:17]2[CH:22]=[CH:21][CH:20]=[CH:19][CH:18]=2)[C:13]([F:16])([F:15])[F:14])[C:8](O)=[O:9])[CH2:3][CH2:2]1.CN(C(ON1N=[N:40][C:35]2[CH:36]=[CH:37]C=[N:39][C:34]1=2)=[N+](C)C)C.F[P-](F)(F)(F)(F)F.CCN(C(C)C)C(C)C.Cl.C(C1CC1)#N. The catalyst is CN(C=O)C. The product is [C:34]([C:35]1([NH:40][C:8](=[O:9])[C@@H:7]([NH:11][C@@H:12]([C:17]2[CH:18]=[CH:19][CH:20]=[CH:21][CH:22]=2)[C:13]([F:15])([F:14])[F:16])[CH2:6][C:5]([F:23])([F:24])[CH2:4][CH:1]2[CH2:3][CH2:2]2)[CH2:37][CH2:36]1)#[N:39]. The yield is 0.370. (7) The reactants are F[C:2]1[CH:7]=[C:6]([F:8])[C:5]([F:9])=[CH:4][C:3]=1[N+:10]([O-:12])=[O:11].[NH2:13][C:14]1[S:15][CH:16]=[CH:17][C:18]=1[C:19]#[N:20].[H-].[Na+]. The catalyst is C1COCC1. The product is [F:9][C:5]1[C:6]([F:8])=[CH:7][C:2]([NH:13][C:14]2[S:15][CH:16]=[CH:17][C:18]=2[C:19]#[N:20])=[C:3]([N+:10]([O-:12])=[O:11])[CH:4]=1. The yield is 0.510. (8) The reactants are C[O:2][C:3]([C:5]1[C:9]([NH:10][C:11](=[O:31])[C:12]2[CH:17]=[CH:16][CH:15]=[C:14]([CH2:18][N:19]3[C:24](=[O:25])[CH:23]=[CH:22][C:21]([O:26][CH2:27][CH2:28][CH2:29][NH2:30])=[N:20]3)[CH:13]=2)=[CH:8][N:7]([CH3:32])[N:6]=1)=[O:4].O.[OH-].[Li+:35]. The catalyst is C1COCC1.O. The product is [Li+:35].[NH2:30][CH2:29][CH2:28][CH2:27][O:26][C:21]1[CH:22]=[CH:23][C:24](=[O:25])[N:19]([CH2:18][C:14]2[CH:13]=[C:12]([CH:17]=[CH:16][CH:15]=2)[C:11]([NH:10][C:9]2[C:5]([C:3]([O-:4])=[O:2])=[N:6][N:7]([CH3:32])[CH:8]=2)=[O:31])[N:20]=1. The yield is 0.730. (9) The reactants are [F:1][CH:2]([F:23])[O:3][C:4]1[CH:9]=[CH:8][C:7]([C:10]2[CH:11]=[C:12]3[C:16](=[CH:17][CH:18]=2)[C:15](=[O:19])[O:14][CH2:13]3)=[C:6]([OH:20])[C:5]=1[O:21][CH3:22].[C:24](=[O:27])([O-])[O-].[K+].[K+].Br[CH2:31][C:32]1([CH3:36])[CH2:35]O[CH2:33]1. The catalyst is C(#N)C. The product is [F:23][CH:2]([F:1])[O:3][C:4]1[CH:9]=[CH:8][C:7]([C:10]2[CH:11]=[C:12]3[C:16](=[CH:17][CH:18]=2)[C:15](=[O:19])[O:14][CH2:13]3)=[C:6]([O:20][CH2:31][C:32]([CH3:36])([CH3:35])[CH2:33][O:27][CH3:24])[C:5]=1[O:21][CH3:22]. The yield is 0.300. (10) The reactants are [CH2:1]([N:8]1[CH2:13][C:12](=[O:14])[NH:11][C:10]2[CH:15]=[C:16]([CH2:19]O)[CH:17]=[N:18][C:9]1=2)[C:2]1[CH:7]=[CH:6][CH:5]=[CH:4][CH:3]=1.[I-].C(C[P+](C)(C)C)#N.C(N(C(C)C)C(C)C)C.Cl.[Cl:39][C:40]1[CH:45]=[CH:44][C:43]([N:46]2[CH2:51][CH2:50][NH:49][CH2:48][CH2:47]2)=[CH:42][CH:41]=1. The catalyst is C(#N)CC.O. The product is [CH2:1]([N:8]1[CH2:13][C:12](=[O:14])[NH:11][C:10]2[CH:15]=[C:16]([CH2:19][N:49]3[CH2:48][CH2:47][N:46]([C:43]4[CH:42]=[CH:41][C:40]([Cl:39])=[CH:45][CH:44]=4)[CH2:51][CH2:50]3)[CH:17]=[N:18][C:9]1=2)[C:2]1[CH:7]=[CH:6][CH:5]=[CH:4][CH:3]=1. The yield is 0.400.